The task is: Predict the reactants needed to synthesize the given product.. This data is from Full USPTO retrosynthesis dataset with 1.9M reactions from patents (1976-2016). (1) Given the product [Br:1][C:2]1[CH:7]=[CH:6][N:5]2[N:8]=[CH:9][CH:10]=[C:4]2[CH:3]=1, predict the reactants needed to synthesize it. The reactants are: [Br:1][C:2]1[CH:7]=[CH:6][N:5]2[N:8]=[CH:9][C:10](C(OCC)=O)=[C:4]2[CH:3]=1.[OH-].[Na+]. (2) Given the product [Cl:1][C:2]1[CH:7]=[CH:6][C:5]([OH:8])=[CH:4][C:3]=1[O:10][C:11]1[CH:16]=[CH:15][C:14]([F:17])=[CH:13][CH:12]=1, predict the reactants needed to synthesize it. The reactants are: [Cl:1][C:2]1[CH:7]=[CH:6][C:5]([O:8]C)=[CH:4][C:3]=1[O:10][C:11]1[CH:16]=[CH:15][C:14]([F:17])=[CH:13][CH:12]=1.B(Br)(Br)Br.CCCCCCC.C(OCC)(=O)C. (3) Given the product [CH3:15][C:11]1([CH3:14])[CH2:10][O:9][B:8]([C:23]2[CH:28]=[CH:27][C:26]([C:29]3([OH:33])[CH2:32][CH2:31][CH2:30]3)=[CH:25][CH:24]=2)[O:13][CH2:12]1, predict the reactants needed to synthesize it. The reactants are: [CH3:14][C:11]1([CH3:15])[CH2:12][O:13][B:8]([B:8]2[O:13][CH2:12][C:11]([CH3:15])([CH3:14])[CH2:10][O:9]2)[O:9][CH2:10]1.C([O-])(=O)C.[K+].Br[C:23]1[CH:28]=[CH:27][C:26]([C:29]2([OH:33])[CH2:32][CH2:31][CH2:30]2)=[CH:25][CH:24]=1. (4) Given the product [CH3:19][O:18][C:16](=[O:17])[C:15]([C:13]#[N:14])=[C:2]([C:4]1[CH:9]=[CH:8][C:7]([F:10])=[CH:6][C:5]=1[O:11][CH3:12])[CH3:1], predict the reactants needed to synthesize it. The reactants are: [CH3:1][C:2]([C:4]1[CH:9]=[CH:8][C:7]([F:10])=[CH:6][C:5]=1[O:11][CH3:12])=O.[C:13]([CH2:15][C:16]([O:18][CH3:19])=[O:17])#[N:14].C(N)C1C=CC=CC=1.C(O)(=O)C. (5) Given the product [Br:1][C:2]1[CH:14]=[N:13][C:12]2[C:11]3[C:10]([F:15])=[CH:9][C:8]([S:51]([CH3:43])(=[O:53])=[O:52])=[CH:7][C:6]=3[N:5]([CH:20]([CH:28]3[CH2:29][CH2:30][C:31]([F:34])([F:35])[CH2:32][CH2:33]3)[C:21]3[C:26]([F:27])=[CH:25][CH:24]=[CH:23][N:22]=3)[C:4]=2[CH:3]=1, predict the reactants needed to synthesize it. The reactants are: [Br:1][C:2]1[CH:14]=[N:13][C:12]2[C:11]3[C:10]([F:15])=[CH:9][CH:8]=[C:7](S(C)(=O)=O)[C:6]=3[N:5]([CH:20]([CH:28]3[CH2:33][CH2:32][C:31]([F:35])([F:34])[CH2:30][CH2:29]3)[C:21]3[C:26]([F:27])=[CH:25][CH:24]=[CH:23][N:22]=3)[C:4]=2[CH:3]=1.BrC1C=NC2C3C(F)=C[C:43]([S:51](C)(=[O:53])=[O:52])=CC=3NC=2C=1. (6) Given the product [CH2:1]([C:5]1[NH:6][N:7]([CH3:36])[C:8](=[O:34])[C:9]=1[CH2:10][NH:11][C:12](=[O:33])[C:13]1[CH:18]=[C:17]([Cl:19])[CH:16]=[C:15]([N:20]([C@H:23]2[CH2:28][CH2:27][C@H:26]([N:29]([CH3:31])[CH3:30])[CH2:25][CH2:24]2)[CH2:21][CH3:22])[C:14]=1[CH3:32])[CH2:2][CH2:3][CH3:4], predict the reactants needed to synthesize it. The reactants are: [CH2:1]([C:5]1[C:9]([CH2:10][NH:11][C:12](=[O:33])[C:13]2[CH:18]=[C:17]([Cl:19])[CH:16]=[C:15]([N:20]([C@H:23]3[CH2:28][CH2:27][C@H:26]([N:29]([CH3:31])[CH3:30])[CH2:25][CH2:24]3)[CH2:21][CH3:22])[C:14]=2[CH3:32])=[C:8]([O:34]C)[N:7]([CH3:36])[N:6]=1)[CH2:2][CH2:3][CH3:4].